Predict the reactants needed to synthesize the given product. From a dataset of Full USPTO retrosynthesis dataset with 1.9M reactions from patents (1976-2016). (1) Given the product [N:1]1([C:5]2[C:14]3[C:9](=[CH:10][CH:11]=[C:12]([NH2:15])[CH:13]=3)[N:8]=[C:7]([CH2:18][CH2:19][CH3:20])[CH:6]=2)[CH2:4][CH2:3][CH2:2]1, predict the reactants needed to synthesize it. The reactants are: [N:1]1([C:5]2[C:14]3[C:9](=[CH:10][CH:11]=[C:12]([N+:15]([O-])=O)[CH:13]=3)[N:8]=[C:7]([CH2:18][CH2:19][CH3:20])[CH:6]=2)[CH2:4][CH2:3][CH2:2]1.NN. (2) The reactants are: Br[C:2]1[S:6][C:5]([C:7]([O:9][CH3:10])=[O:8])=[CH:4][C:3]=1[CH3:11].C([O-])([O-])=O.[K+].[K+].CC1(C)COB([C:25]2[N:29]([CH3:30])[N:28]=[CH:27][CH:26]=2)OC1. Given the product [CH3:11][C:3]1[CH:4]=[C:5]([C:7]([O:9][CH3:10])=[O:8])[S:6][C:2]=1[C:25]1[N:29]([CH3:30])[N:28]=[CH:27][CH:26]=1, predict the reactants needed to synthesize it.